From a dataset of Retrosynthesis with 50K atom-mapped reactions and 10 reaction types from USPTO. Predict the reactants needed to synthesize the given product. (1) Given the product [N-]=[N+]=NCCOCCOCCOCCOCCOCCN, predict the reactants needed to synthesize it. The reactants are: [N-]=[N+]=NCCOCCOCCOCCOCCOCCN=[N+]=[N-]. (2) Given the product CCOC(=O)c1c(O)c2cc(-c3ccc4c(ccn4C)c3)c(Cl)cc2[nH]c1=O, predict the reactants needed to synthesize it. The reactants are: CCOC(=O)c1c(O)c2cc(I)c(Cl)cc2[nH]c1=O.Cn1ccc2cc(B(O)O)ccc21.